This data is from Forward reaction prediction with 1.9M reactions from USPTO patents (1976-2016). The task is: Predict the product of the given reaction. Given the reactants [CH2:1]([C:3]1[C:4]([NH:11][C@@H:12]2[C:20]3[C:15](=[CH:16][CH:17]=[CH:18][CH:19]=3)[CH2:14][C@@H:13]2[OH:21])=[N:5][C:6]([CH2:9][CH3:10])=[CH:7][N:8]=1)[CH3:2].Cl[C:23]1C(CC)=NC=C(C2CC2)N=1, predict the reaction product. The product is: [CH:9]1([C:6]2[N:5]=[C:4]([NH:11][C@@H:12]3[C:20]4[C:15](=[CH:16][CH:17]=[CH:18][CH:19]=4)[CH2:14][C@@H:13]3[OH:21])[C:3]([CH2:1][CH3:2])=[N:8][CH:7]=2)[CH2:23][CH2:10]1.